Dataset: Forward reaction prediction with 1.9M reactions from USPTO patents (1976-2016). Task: Predict the product of the given reaction. (1) Given the reactants [F:1][C:2]([F:50])([F:49])[C:3]1[CH:4]=[C:5]([C@H:13]2[O:17][C:16](=[O:18])[N:15]([CH2:19][C:20]3[C:25]([C:26]4[CH:27]=[C:28]([C:34]5[CH:39]=[CH:38][C:37]([C:40]([O:42]C)=[O:41])=[CH:36][C:35]=5[CH3:44])[CH:29]=[CH:30][C:31]=4[O:32][CH3:33])=[CH:24][CH:23]=[C:22]([CH:45]4[CH2:47][CH2:46]4)[N:21]=3)[C@H:14]2[CH3:48])[CH:6]=[C:7]([C:9]([F:12])([F:11])[F:10])[CH:8]=1.O.[OH-].[Li+].O1CCOCC1.Cl, predict the reaction product. The product is: [F:50][C:2]([F:1])([F:49])[C:3]1[CH:4]=[C:5]([C@H:13]2[O:17][C:16](=[O:18])[N:15]([CH2:19][C:20]3[C:25]([C:26]4[CH:27]=[C:28]([C:34]5[CH:39]=[CH:38][C:37]([C:40]([OH:42])=[O:41])=[CH:36][C:35]=5[CH3:44])[CH:29]=[CH:30][C:31]=4[O:32][CH3:33])=[CH:24][CH:23]=[C:22]([CH:45]4[CH2:46][CH2:47]4)[N:21]=3)[C@H:14]2[CH3:48])[CH:6]=[C:7]([C:9]([F:11])([F:12])[F:10])[CH:8]=1. (2) The product is: [I:17][C:10]1[CH:15]=[C:14]([C:3]2[CH:4]=[CH:5][S:1][CH:2]=2)[N:13]=[CH:12][N:11]=1. Given the reactants [S:1]1[CH:5]=[CH:4][C:3](B(O)O)=[CH:2]1.Cl[C:10]1[CH:15]=[C:14](Cl)[N:13]=[CH:12][N:11]=1.[IH:17], predict the reaction product. (3) The product is: [Br:8][C:9]1[C:17]([CH3:18])=[CH:16][C:12]([C:13]([O:15][CH3:20])=[O:14])=[C:11]([F:19])[CH:10]=1. Given the reactants C[Si](C=[N+]=[N-])(C)C.[Br:8][C:9]1[C:17]([CH3:18])=[CH:16][C:12]([C:13]([OH:15])=[O:14])=[C:11]([F:19])[CH:10]=1.[CH3:20]O, predict the reaction product. (4) Given the reactants [CH3:1][C:2]1[O:6][C:5]([C:7]2[CH:12]=[CH:11][CH:10]=[CH:9][CH:8]=2)=[N:4][C:3]=1[CH2:13][O:14][C:15]1[CH:23]=[CH:22][C:18]([CH2:19][O:20][NH2:21])=[CH:17][CH:16]=1.[F:24][C:25]1[CH:30]=[CH:29][C:28]([C:31](=O)[CH2:32][CH2:33][CH2:34][CH2:35][CH2:36][CH2:37][C:38]([OH:40])=[O:39])=[CH:27][CH:26]=1.[C:42](O)(=O)C.C([O-])(=O)C.[Na+], predict the reaction product. The product is: [F:24][C:25]1[CH:30]=[CH:29][C:28](/[C:31](=[N:21]/[O:20][CH2:19][C:18]2[CH:17]=[CH:16][C:15]([O:14][CH2:13][C:3]3[N:4]=[C:5]([C:7]4[CH:8]=[CH:9][CH:10]=[CH:11][CH:12]=4)[O:6][C:2]=3[CH3:1])=[CH:23][CH:22]=2)/[CH2:32][CH2:33][CH2:34][CH2:35][CH2:36][CH2:37][C:38]([O:40][CH3:42])=[O:39])=[CH:27][CH:26]=1. (5) Given the reactants C(OC([N:8]1[CH2:13][CH2:12][CH2:11][CH:10]([NH:14][C:15]2[N:23]=[C:22]([NH:24][C:25]3[CH:30]=[CH:29][C:28]([N:31]([CH3:35])[C:32](=[O:34])C)=[CH:27][CH:26]=3)[N:21]=[C:20]3[C:16]=2[N:17]=[CH:18][N:19]3C2CCCCO2)[CH2:9]1)=O)(C)(C)C.[CH3:42][CH2:43]O, predict the reaction product. The product is: [CH3:35][N:31]([C:28]1[CH:29]=[CH:30][C:25]([NH:24][C:22]2[N:21]=[C:20]3[C:16]([N:17]=[CH:18][NH:19]3)=[C:15]([NH:14][CH:10]3[CH2:11][CH2:12][CH2:13][NH:8][CH2:9]3)[N:23]=2)=[CH:26][CH:27]=1)[C:32](=[O:34])[CH2:42][CH3:43]. (6) Given the reactants [CH3:1][N:2]([CH3:12])[C:3]1[CH:4]=[C:5]([CH:9]=[CH:10][CH:11]=1)[C:6]([OH:8])=O.CN(C(ON1N=NC2C=CC=NC1=2)=[N+](C)C)C.F[P-](F)(F)(F)(F)F.C(N(C(C)C)C(C)C)C.[O:46]1[CH2:51][CH2:50][O:49][CH2:48][CH:47]1[C:52]1[C:60]2[S:59][C:58]([NH2:61])=[N:57][C:56]=2[C:55]([O:62][CH3:63])=[CH:54][CH:53]=1, predict the reaction product. The product is: [CH3:12][N:2]([CH3:1])[C:3]1[CH:4]=[C:5]([CH:9]=[CH:10][CH:11]=1)[C:6]([NH:61][C:58]1[S:59][C:60]2[C:52]([CH:47]3[CH2:48][O:49][CH2:50][CH2:51][O:46]3)=[CH:53][CH:54]=[C:55]([O:62][CH3:63])[C:56]=2[N:57]=1)=[O:8]. (7) Given the reactants B.C1COCC1.C1(C)C=CC=CC=1.[Br:14][C:15]1[C:16]([O:29][CH3:30])=[C:17]([C:21](=[O:28])[CH2:22][CH2:23][CH2:24][CH2:25][CH2:26][CH3:27])[CH:18]=[CH:19][CH:20]=1, predict the reaction product. The product is: [Br:14][C:15]1[C:16]([O:29][CH3:30])=[C:17]([C@@H:21]([OH:28])[CH2:22][CH2:23][CH2:24][CH2:25][CH2:26][CH3:27])[CH:18]=[CH:19][CH:20]=1.